This data is from Catalyst prediction with 721,799 reactions and 888 catalyst types from USPTO. The task is: Predict which catalyst facilitates the given reaction. (1) Reactant: [CH2:1]([C:3]1[C:13]([CH2:14][C:15]2[CH:24]=[CH:23][C:18]([C:19]([NH:21][NH2:22])=[O:20])=[CH:17][CH:16]=2)=[C:6]2[N:7]=[C:8]([CH3:12])[CH:9]=[C:10]([CH3:11])[N:5]2[N:4]=1)[CH3:2].[C:25]([O:29][C:30]([NH:32][C@H:33]1[CH2:38][CH2:37][C@H:36]([C:39](O)=[O:40])[CH2:35][CH2:34]1)=[O:31])([CH3:28])([CH3:27])[CH3:26].C(Cl)CCl.C1C=CC2N(O)N=NC=2C=1.CCN(CC)CC. Product: [C:25]([O:29][C:30](=[O:31])[NH:32][CH:33]1[CH2:34][CH2:35][CH:36]([C:39]([NH:22][NH:21][C:19](=[O:20])[C:18]2[CH:17]=[CH:16][C:15]([CH2:14][C:13]3[C:3]([CH2:1][CH3:2])=[N:4][N:5]4[C:10]([CH3:11])=[CH:9][C:8]([CH3:12])=[N:7][C:6]=34)=[CH:24][CH:23]=2)=[O:40])[CH2:37][CH2:38]1)([CH3:28])([CH3:26])[CH3:27]. The catalyst class is: 31. (2) Reactant: [CH2:1]([SH:3])[CH3:2].C(=O)([O-])[O-].[K+].[K+].F[C:11]1[CH:18]=[CH:17][C:14]([CH:15]=[O:16])=[CH:13][CH:12]=1.O. Product: [CH2:1]([S:3][C:11]1[CH:18]=[CH:17][C:14]([CH:15]=[O:16])=[CH:13][CH:12]=1)[CH3:2]. The catalyst class is: 16. (3) Reactant: [Cl:1][C:2]1[CH:3]=[C:4]([C:9]2([C:22]([F:25])([F:24])[F:23])[O:13][N:12]=[C:11]([C:14]3[CH:15]=[CH:16][C:17]([CH3:21])=[C:18]([CH:20]=3)[NH2:19])[CH2:10]2)[CH:5]=[C:6]([Cl:8])[CH:7]=1.[C:26]([C:34]1[CH:42]=[CH:41][C:37]([C:38](O)=[O:39])=[CH:36][CH:35]=1)(=[O:33])[C:27]1[CH:32]=[CH:31][CH:30]=[CH:29][CH:28]=1.Cl.C(N(CC)CCCN=C=NCC)C.C(=O)([O-])O.[Na+]. Product: [Cl:1][C:2]1[CH:3]=[C:4]([C:9]2([C:22]([F:23])([F:25])[F:24])[O:13][N:12]=[C:11]([C:14]3[CH:15]=[CH:16][C:17]([CH3:21])=[C:18]([NH:19][C:38](=[O:39])[C:37]4[CH:36]=[CH:35][C:34]([C:26](=[O:33])[C:27]5[CH:32]=[CH:31][CH:30]=[CH:29][CH:28]=5)=[CH:42][CH:41]=4)[CH:20]=3)[CH2:10]2)[CH:5]=[C:6]([Cl:8])[CH:7]=1. The catalyst class is: 9. (4) Reactant: [C:1]([O:5][C:6]([N:8]1[CH2:13][CH:12]=[C:11]([C:14]2[CH:19]=[CH:18][C:17]([C:20]([OH:22])=[O:21])=[CH:16][C:15]=2[C:23]([F:26])([F:25])[F:24])[CH2:10][CH2:9]1)=[O:7])([CH3:4])([CH3:3])[CH3:2]. Product: [C:1]([O:5][C:6]([N:8]1[CH2:13][CH2:12][CH:11]([C:14]2[CH:19]=[CH:18][C:17]([C:20]([OH:22])=[O:21])=[CH:16][C:15]=2[C:23]([F:26])([F:24])[F:25])[CH2:10][CH2:9]1)=[O:7])([CH3:4])([CH3:2])[CH3:3]. The catalyst class is: 19. (5) Reactant: [Cl:1][C:2]1[CH:3]=[C:4]2[C:9](=[CH:10][C:11]=1[O:12][CH3:13])[N+:8]([O-])=[CH:7][CH:6]=[CH:5]2.C[Si]([C:19]#[N:20])(C)C. Product: [Cl:1][C:2]1[CH:3]=[C:4]2[C:9](=[CH:10][C:11]=1[O:12][CH3:13])[N:8]=[C:7]([C:19]#[N:20])[CH:6]=[CH:5]2. The catalyst class is: 10. (6) Reactant: [F:1][C:2]([F:20])([F:19])[C:3]1[CH:4]=[C:5]([S:9]([C@H:12]2[CH2:15][C@H:14]([C:16](O)=[O:17])[CH2:13]2)(=[O:11])=[O:10])[CH:6]=[CH:7][CH:8]=1.[CH3:21]N(C(ON1N=NC2C=CC=NC1=2)=[N+](C)C)C.F[P-](F)(F)(F)(F)F.[Cl:45][C:46]1[CH:47]=[C:48]([CH:57]=[CH:58][C:59]=1[F:60])[O:49][C:50]1N=[CH:54][C:53]([NH2:56])=[CH:52][CH:51]=1. Product: [Cl:45][C:46]1[CH:47]=[C:48]([CH:57]=[CH:58][C:59]=1[F:60])[O:49][C:50]1[CH:21]=[CH:54][C:53]([NH:56][C:16]([C@H:14]2[CH2:13][C@H:12]([S:9]([C:5]3[CH:6]=[CH:7][CH:8]=[C:3]([C:2]([F:19])([F:20])[F:1])[CH:4]=3)(=[O:10])=[O:11])[CH2:15]2)=[O:17])=[CH:52][CH:51]=1. The catalyst class is: 2.